This data is from Experimentally validated miRNA-target interactions with 360,000+ pairs, plus equal number of negative samples. The task is: Binary Classification. Given a miRNA mature sequence and a target amino acid sequence, predict their likelihood of interaction. The miRNA is hsa-miR-432-5p with sequence UCUUGGAGUAGGUCAUUGGGUGG. The protein sequence of the target gene is MSIHIVALGNEGDTFHQDNRPSGLIRTYLGRSPLVSGDESSLLLNAASTVARPVFTEYQASAFGNVKLVVHDCPVWDIFDSDWYTSRNLIGGADIIVIKYNVNDKFSFHEVKDNYIPVIKRALNSVPVIIAAVGTRQNEELPCTCPLCTSDRGSCVSTTEGIQLAKELGATYLELHSLDDFYIGKYFGGVLEYFMIQALNQKTSEKMKKRKMSNSFHGIRPPQLEQPEKMPVLKAEASHYNSDLNNLLFCCQCVDVVFYNPNLKKVVEAHKIVLCAVSHVFMLLFNVKSPTDIQDSSIIR.... Result: 1 (interaction).